From a dataset of Forward reaction prediction with 1.9M reactions from USPTO patents (1976-2016). Predict the product of the given reaction. (1) Given the reactants [NH:1]1[C:9]2[C:4](=[CH:5][CH:6]=[CH:7][CH:8]=2)[C:3]([C:10]([C:12]2[CH:17]=[CH:16][CH:15]=[C:14]([O:18]C)[CH:13]=2)=[O:11])=[N:2]1.[H-].[Na+].[H][H].[CH2:24](Br)[CH:25]=[CH:26][CH3:27].[Cl-].[Li+], predict the reaction product. The product is: [CH2:24]([N:1]1[C:9]2[C:4](=[CH:5][CH:6]=[CH:7][CH:8]=2)[C:3]([C:10]([C:12]2[CH:17]=[CH:16][CH:15]=[C:14]([OH:18])[CH:13]=2)=[O:11])=[N:2]1)/[CH:25]=[CH:26]/[CH3:27]. (2) The product is: [CH:1]1([NH:4][C:6]2[CH:11]=[C:10]([C:12]3[CH:20]=[CH:19][CH:18]=[C:17]4[C:13]=3[CH:14]=[CH:15][NH:16]4)[N:9]=[C:8]([NH2:21])[N:7]=2)[CH2:3][CH2:2]1. Given the reactants [CH:1]1([NH2:4])[CH2:3][CH2:2]1.Cl[C:6]1[CH:11]=[C:10]([C:12]2[CH:20]=[CH:19][CH:18]=[C:17]3[C:13]=2[CH:14]=[CH:15][NH:16]3)[N:9]=[C:8]([NH2:21])[N:7]=1, predict the reaction product.